From a dataset of Full USPTO retrosynthesis dataset with 1.9M reactions from patents (1976-2016). Predict the reactants needed to synthesize the given product. Given the product [Cl:2][C:3]1[CH:4]=[CH:5][C:6]2[C@@H:13]3[CH2:14][N:15]([CH3:20])[CH2:16][C@H:17]3[CH2:18][NH:19][C:8](=[O:9])[C:7]=2[CH:12]=1, predict the reactants needed to synthesize it. The reactants are: N.[Cl:2][C:3]1[CH:4]=[CH:5][C:6]([C@H:13]2[C@H:17]([C:18]#[N:19])[CH2:16][N:15]([CH3:20])[CH2:14]2)=[C:7]([CH:12]=1)[C:8](OC)=[O:9].